Dataset: Catalyst prediction with 721,799 reactions and 888 catalyst types from USPTO. Task: Predict which catalyst facilitates the given reaction. (1) Reactant: [NH2:1][C:2]1[CH:22]=[CH:21][C:5]([CH2:6][N:7]2[C:11]3=[N:12][C:13]([C:16]([O:18][CH3:19])=[O:17])=[CH:14][CH:15]=[C:10]3[N:9]=[C:8]2[CH3:20])=[C:4]([Cl:23])[CH:3]=1.N1C=CC=CC=1.[CH2:30]([S:34](Cl)(=[O:36])=[O:35])[CH2:31][CH2:32][CH3:33].O. Product: [CH2:30]([S:34]([NH:1][C:2]1[CH:22]=[CH:21][C:5]([CH2:6][N:7]2[C:11]3=[N:12][C:13]([C:16]([O:18][CH3:19])=[O:17])=[CH:14][CH:15]=[C:10]3[N:9]=[C:8]2[CH3:20])=[C:4]([Cl:23])[CH:3]=1)(=[O:36])=[O:35])[CH2:31][CH2:32][CH3:33]. The catalyst class is: 4. (2) Reactant: [N+]([CH:4]([OH:11])[C:5]1[CH:10]=[CH:9][CH:8]=[CH:7][CH:6]=1)([O-])=O.[CH:12]([O-:14])=O.[NH4+:15].[H][H].C1C[O:21][CH2:20][CH2:19]1. Product: [NH2:15][C:7]1[CH:6]=[C:5]([CH2:4][OH:11])[C:10]2[O:14][CH2:12][CH2:19][CH2:20][O:21][C:9]=2[CH:8]=1. The catalyst class is: 19. (3) Reactant: [CH2:1]([O:3][C:4](=N)[CH2:5][C:6]([OH:9])([CH3:8])[CH3:7])[CH3:2]. Product: [CH2:1]([O:3][C:4]([O:9][CH2:6][CH3:5])([O:3][CH2:1][CH3:2])[CH2:5][C:6]([CH3:8])([OH:9])[CH3:7])[CH3:2]. The catalyst class is: 8. (4) Reactant: [NH2:1][N:2]1[CH:6]=[CH:5][C:4]([CH3:7])=[C:3]1[C:8]([NH:10][C:11]1[CH:16]=[CH:15][CH:14]=[CH:13][CH:12]=1)=[O:9].[C:17]([O:21][C:22]([NH:24][C@@H:25]([CH3:29])[C:26](O)=[O:27])=[O:23])([CH3:20])([CH3:19])[CH3:18].C(N(CC)C(C)C)(C)C.C(P1(=O)OP(CCC)(=O)OP(CCC)(=O)O1)CC. Product: [CH3:7][C:4]1[CH:5]=[CH:6][N:2]([NH:1][C:26](=[O:27])[C@@H:25]([NH:24][C:22](=[O:23])[O:21][C:17]([CH3:19])([CH3:18])[CH3:20])[CH3:29])[C:3]=1[C:8](=[O:9])[NH:10][C:11]1[CH:12]=[CH:13][CH:14]=[CH:15][CH:16]=1. The catalyst class is: 84. (5) Reactant: [OH:1][C:2]1[CH:3]=[C:4]([NH:12][C:13]([C:15]2[C:24](=[O:25])[C:23]3[C:18](=[CH:19][CH:20]=[CH:21][CH:22]=3)[NH:17][CH:16]=2)=[O:14])[CH:5]=[CH:6][C:7]=1[C:8]([CH3:11])([CH3:10])[CH3:9].[CH3:26]I. Product: [OH:1][C:2]1[CH:3]=[C:4]([NH:12][C:13]([C:15]2[CH:16]=[N:17][C:18]3[C:23]([C:24]=2[O:25][CH3:26])=[CH:22][CH:21]=[CH:20][CH:19]=3)=[O:14])[CH:5]=[CH:6][C:7]=1[C:8]([CH3:9])([CH3:11])[CH3:10]. The catalyst class is: 23.